From a dataset of NCI-60 drug combinations with 297,098 pairs across 59 cell lines. Regression. Given two drug SMILES strings and cell line genomic features, predict the synergy score measuring deviation from expected non-interaction effect. (1) Drug 1: CC1=CC2C(CCC3(C2CCC3(C(=O)C)OC(=O)C)C)C4(C1=CC(=O)CC4)C. Drug 2: C1C(C(OC1N2C=NC3=C(N=C(N=C32)Cl)N)CO)O. Cell line: NCI-H322M. Synergy scores: CSS=-9.05, Synergy_ZIP=3.06, Synergy_Bliss=-3.43, Synergy_Loewe=-6.54, Synergy_HSA=-7.92. (2) Drug 1: CNC(=O)C1=CC=CC=C1SC2=CC3=C(C=C2)C(=NN3)C=CC4=CC=CC=N4. Synergy scores: CSS=23.9, Synergy_ZIP=-9.61, Synergy_Bliss=-6.05, Synergy_Loewe=-5.39, Synergy_HSA=-4.35. Drug 2: C1CN1P(=S)(N2CC2)N3CC3. Cell line: LOX IMVI. (3) Cell line: T-47D. Drug 1: CN(C)C1=NC(=NC(=N1)N(C)C)N(C)C. Synergy scores: CSS=-5.84, Synergy_ZIP=6.44, Synergy_Bliss=-1.37, Synergy_Loewe=-6.33, Synergy_HSA=-5.48. Drug 2: C1C(C(OC1N2C=NC3=C2NC=NCC3O)CO)O. (4) Drug 1: C1=CC(=CC=C1CCCC(=O)O)N(CCCl)CCCl. Drug 2: C#CCC(CC1=CN=C2C(=N1)C(=NC(=N2)N)N)C3=CC=C(C=C3)C(=O)NC(CCC(=O)O)C(=O)O. Cell line: NCI-H460. Synergy scores: CSS=13.6, Synergy_ZIP=-2.88, Synergy_Bliss=-5.83, Synergy_Loewe=-5.87, Synergy_HSA=-6.11. (5) Drug 1: CC(C1=C(C=CC(=C1Cl)F)Cl)OC2=C(N=CC(=C2)C3=CN(N=C3)C4CCNCC4)N. Drug 2: CC1=CC=C(C=C1)C2=CC(=NN2C3=CC=C(C=C3)S(=O)(=O)N)C(F)(F)F. Cell line: SN12C. Synergy scores: CSS=12.4, Synergy_ZIP=-2.35, Synergy_Bliss=2.14, Synergy_Loewe=-2.31, Synergy_HSA=2.79. (6) Drug 1: CC1=C(C=C(C=C1)C(=O)NC2=CC(=CC(=C2)C(F)(F)F)N3C=C(N=C3)C)NC4=NC=CC(=N4)C5=CN=CC=C5. Drug 2: C1CCC(C(C1)N)N.C(=O)(C(=O)[O-])[O-].[Pt+4]. Cell line: OVCAR-8. Synergy scores: CSS=22.8, Synergy_ZIP=-9.42, Synergy_Bliss=-2.03, Synergy_Loewe=-8.40, Synergy_HSA=-3.34.